Dataset: Catalyst prediction with 721,799 reactions and 888 catalyst types from USPTO. Task: Predict which catalyst facilitates the given reaction. (1) Reactant: C[O:2][C:3]1[N:4]=[N:5][C:6]([S:9]([N:12]2[CH:16]=[CH:15][CH:14]=[CH:13]2)(=[O:11])=[O:10])=[CH:7][CH:8]=1.Cl. Product: [N:12]1([S:9]([C:6]2[CH:7]=[CH:8][C:3](=[O:2])[NH:4][N:5]=2)(=[O:11])=[O:10])[CH:16]=[CH:15][CH:14]=[CH:13]1. The catalyst class is: 12. (2) The catalyst class is: 24. Product: [C:2]1([CH:1]2[C:29]3([CH2:34][CH2:33][CH2:32][CH2:31][CH2:30]3)[O:35]2)[CH:7]=[CH:6][CH:5]=[CH:4][CH:3]=1. Reactant: [CH2:1](Cl)[C:2]1[CH:7]=[CH:6][CH:5]=[CH:4][CH:3]=1.S1CCCC1.[Cl-].C([S+]1CCCC1)C1C=CC=CC=1.[OH-].[K+].[C:29]1(=[O:35])[CH2:34][CH2:33][CH2:32][CH2:31][CH2:30]1. (3) Reactant: [CH3:1][CH:2]([C:8]([O:10][CH2:11][CH3:12])=[O:9])[C:3]([O:5][CH2:6][CH3:7])=[O:4].[H-].[Na+].[Br:15][C:16]1[CH:21]=[C:20]([N+:22]([O-:24])=[O:23])[CH:19]=[CH:18][C:17]=1F. Product: [Br:15][C:16]1[CH:21]=[C:20]([N+:22]([O-:24])=[O:23])[CH:19]=[CH:18][C:17]=1[C:2]([CH3:1])([C:3]([O:5][CH2:6][CH3:7])=[O:4])[C:8]([O:10][CH2:11][CH3:12])=[O:9]. The catalyst class is: 3. (4) Reactant: C(N(CC)CC)C.Cl[CH2:9][C:10]1[C:19]2[C:14](=[CH:15][CH:16]=[CH:17][CH:18]=2)[N:13]=[CH:12][CH:11]=1.[SH:20][C:21]1[N:29]=[CH:28][CH:27]=[CH:26][C:22]=1[C:23]([OH:25])=[O:24].O. Product: [N:13]1[C:14]2[C:19](=[CH:18][CH:17]=[CH:16][CH:15]=2)[C:10]([CH2:9][S:20][C:21]2[C:22]([C:23]([OH:25])=[O:24])=[CH:26][CH:27]=[CH:28][N:29]=2)=[CH:11][CH:12]=1. The catalyst class is: 42. (5) Reactant: [F:1][C:2]([F:32])([F:31])[C:3]1[CH:4]=[C:5]([CH:9]2[CH2:14][N:13]([C:15]([O:17]C3C=CC([N+]([O-])=O)=CC=3)=O)[CH2:12][CH:11]([C:27]([O:29][CH3:30])=[O:28])[CH2:10]2)[CH:6]=[CH:7][CH:8]=1.[NH:33]1[CH2:38][CH2:37][CH:36]([C:39]#[N:40])[CH2:35][CH2:34]1.C(=O)([O-])[O-].[K+].[K+]. Product: [C:39]([CH:36]1[CH2:37][CH2:38][N:33]([C:15]([N:13]2[CH2:14][CH:9]([C:5]3[CH:6]=[CH:7][CH:8]=[C:3]([C:2]([F:1])([F:31])[F:32])[CH:4]=3)[CH2:10][CH:11]([C:27]([O:29][CH3:30])=[O:28])[CH2:12]2)=[O:17])[CH2:34][CH2:35]1)#[N:40]. The catalyst class is: 42. (6) Reactant: [CH2:1]([O:3][C:4](=[O:42])[CH2:5][CH2:6][CH2:7][O:8][C:9]1[CH:14]=[CH:13][CH:12]=[C:11]([CH2:15][CH2:16][CH2:17][CH2:18][CH2:19][CH2:20][O:21][C:22]2[CH:27]=[C:26]([S:28]([CH:31]([CH3:33])[CH3:32])(=[O:30])=[O:29])[CH:25]=[C:24](Br)[CH:23]=2)[C:10]=1[CH2:35][CH2:36][C:37]([O:39][CH2:40][CH3:41])=[O:38])[CH3:2].[F:43][C:44]1[CH:49]=[CH:48][C:47](B(O)O)=[CH:46][CH:45]=1.C(=O)([O-])[O-].[Cs+].[Cs+]. Product: [CH2:1]([O:3][C:4](=[O:42])[CH2:5][CH2:6][CH2:7][O:8][C:9]1[CH:14]=[CH:13][CH:12]=[C:11]([CH2:15][CH2:16][CH2:17][CH2:18][CH2:19][CH2:20][O:21][C:22]2[CH:23]=[C:24]([C:47]3[CH:48]=[CH:49][C:44]([F:43])=[CH:45][CH:46]=3)[CH:25]=[C:26]([S:28]([CH:31]([CH3:33])[CH3:32])(=[O:30])=[O:29])[CH:27]=2)[C:10]=1[CH2:35][CH2:36][C:37]([O:39][CH2:40][CH3:41])=[O:38])[CH3:2]. The catalyst class is: 140.